From a dataset of Catalyst prediction with 721,799 reactions and 888 catalyst types from USPTO. Predict which catalyst facilitates the given reaction. The catalyst class is: 6. Product: [NH:50]1[CH:53]=[C:54]([C:12]2[N:17]=[C:16]3[N:18]([CH:21]([C:22]4[CH:23]=[C:24]5[C:29](=[CH:30][CH:31]=4)[N:28]=[CH:27][CH:26]=[CH:25]5)[CH3:67])[N:19]=[N:20][C:15]3=[CH:14][CH:13]=2)[CH:55]=[N:51]1. Reactant: FC1C=C([C:12]2[N:17]=[C:16]3[N:18]([CH2:21][C:22]4[CH:23]=[C:24]5[C:29](=[CH:30][CH:31]=4)[N:28]=[CH:27][CH:26]=[CH:25]5)[N:19]=[N:20][C:15]3=[CH:14][CH:13]=2)C=CC=1C(NC)=O.CN(C)CCNC(=O)C1C=CC(C2N=C3[N:50]([CH2:53][C:54]4[CH:55]=C5C(=CC=4)N=CC=C5)[N:51]=NC3=CC=2)=CC=1F.[C:67](O)(=O)C.N([O-])=O.[Na+].